This data is from NCI-60 drug combinations with 297,098 pairs across 59 cell lines. The task is: Regression. Given two drug SMILES strings and cell line genomic features, predict the synergy score measuring deviation from expected non-interaction effect. (1) Drug 1: CN(CC1=CN=C2C(=N1)C(=NC(=N2)N)N)C3=CC=C(C=C3)C(=O)NC(CCC(=O)O)C(=O)O. Drug 2: C(CN)CNCCSP(=O)(O)O. Cell line: LOX IMVI. Synergy scores: CSS=28.6, Synergy_ZIP=0.566, Synergy_Bliss=-4.39, Synergy_Loewe=-38.3, Synergy_HSA=-7.74. (2) Drug 1: C1=NC2=C(N=C(N=C2N1C3C(C(C(O3)CO)O)O)F)N. Drug 2: CC1=C(C(=O)C2=C(C1=O)N3CC4C(C3(C2COC(=O)N)OC)N4)N. Cell line: SK-MEL-28. Synergy scores: CSS=22.4, Synergy_ZIP=-7.20, Synergy_Bliss=-4.37, Synergy_Loewe=-3.39, Synergy_HSA=-1.07. (3) Drug 1: CC12CCC(CC1=CCC3C2CCC4(C3CC=C4C5=CN=CC=C5)C)O. Drug 2: CNC(=O)C1=CC=CC=C1SC2=CC3=C(C=C2)C(=NN3)C=CC4=CC=CC=N4. Cell line: SN12C. Synergy scores: CSS=3.23, Synergy_ZIP=-1.53, Synergy_Bliss=-3.12, Synergy_Loewe=-2.67, Synergy_HSA=-2.52. (4) Drug 1: CN1CCC(CC1)COC2=C(C=C3C(=C2)N=CN=C3NC4=C(C=C(C=C4)Br)F)OC. Drug 2: CCCCCOC(=O)NC1=NC(=O)N(C=C1F)C2C(C(C(O2)C)O)O. Synergy scores: CSS=-0.441, Synergy_ZIP=4.07, Synergy_Bliss=3.38, Synergy_Loewe=0.371, Synergy_HSA=-0.408. Cell line: SF-268. (5) Drug 1: C1=NC2=C(N1)C(=S)N=C(N2)N. Drug 2: CC1=C(C(=O)C2=C(C1=O)N3CC4C(C3(C2COC(=O)N)OC)N4)N. Cell line: SF-295. Synergy scores: CSS=62.4, Synergy_ZIP=-4.68, Synergy_Bliss=-5.59, Synergy_Loewe=-7.52, Synergy_HSA=-0.225. (6) Drug 1: CC1=C(C=C(C=C1)NC(=O)C2=CC=C(C=C2)CN3CCN(CC3)C)NC4=NC=CC(=N4)C5=CN=CC=C5. Drug 2: CC1C(C(CC(O1)OC2CC(CC3=C2C(=C4C(=C3O)C(=O)C5=CC=CC=C5C4=O)O)(C(=O)C)O)N)O. Cell line: MCF7. Synergy scores: CSS=32.4, Synergy_ZIP=4.26, Synergy_Bliss=4.69, Synergy_Loewe=-23.1, Synergy_HSA=2.51. (7) Drug 1: CC1C(C(CC(O1)OC2CC(OC(C2O)C)OC3=CC4=CC5=C(C(=O)C(C(C5)C(C(=O)C(C(C)O)O)OC)OC6CC(C(C(O6)C)O)OC7CC(C(C(O7)C)O)OC8CC(C(C(O8)C)O)(C)O)C(=C4C(=C3C)O)O)O)O. Drug 2: C1CN(P(=O)(OC1)NCCCl)CCCl. Cell line: BT-549. Synergy scores: CSS=46.6, Synergy_ZIP=0.643, Synergy_Bliss=0.857, Synergy_Loewe=-22.1, Synergy_HSA=-0.304. (8) Drug 1: C1CCN(CC1)CCOC2=CC=C(C=C2)C(=O)C3=C(SC4=C3C=CC(=C4)O)C5=CC=C(C=C5)O. Drug 2: CC1=C(C=C(C=C1)NC(=O)C2=CC=C(C=C2)CN3CCN(CC3)C)NC4=NC=CC(=N4)C5=CN=CC=C5. Cell line: HT29. Synergy scores: CSS=-9.65, Synergy_ZIP=6.52, Synergy_Bliss=8.00, Synergy_Loewe=-2.84, Synergy_HSA=-2.53. (9) Drug 1: CC1=C2C(C(=O)C3(C(CC4C(C3C(C(C2(C)C)(CC1OC(=O)C(C(C5=CC=CC=C5)NC(=O)OC(C)(C)C)O)O)OC(=O)C6=CC=CC=C6)(CO4)OC(=O)C)O)C)O. Drug 2: C1CC(=O)NC(=O)C1N2C(=O)C3=CC=CC=C3C2=O. Cell line: NCI/ADR-RES. Synergy scores: CSS=1.68, Synergy_ZIP=1.82, Synergy_Bliss=0.0931, Synergy_Loewe=2.56, Synergy_HSA=-2.42. (10) Drug 1: CC1=C2C(C(=O)C3(C(CC4C(C3C(C(C2(C)C)(CC1OC(=O)C(C(C5=CC=CC=C5)NC(=O)OC(C)(C)C)O)O)OC(=O)C6=CC=CC=C6)(CO4)OC(=O)C)OC)C)OC. Drug 2: C1CN(CCN1C(=O)CCBr)C(=O)CCBr. Cell line: BT-549. Synergy scores: CSS=51.6, Synergy_ZIP=0.606, Synergy_Bliss=-1.70, Synergy_Loewe=-6.23, Synergy_HSA=0.0614.